From a dataset of Full USPTO retrosynthesis dataset with 1.9M reactions from patents (1976-2016). Predict the reactants needed to synthesize the given product. Given the product [CH3:34][C:35]1[CH:40]=[CH:39][C:38]([S:41]([O:20][CH2:19][CH2:18][N:15]2[CH2:16][CH2:17][C:11]3[S:10][C:9]([NH:8][C:5]4[N:6]=[CH:7][C:2]([F:1])=[CH:3][N:4]=4)=[N:33][C:12]=3[C:13]3=[CH:23][N:22]([CH2:24][C:25]4[CH:30]=[CH:29][C:28]([O:31][CH3:32])=[CH:27][CH:26]=4)[N:21]=[C:14]23)(=[O:43])=[O:42])=[CH:37][CH:36]=1, predict the reactants needed to synthesize it. The reactants are: [F:1][C:2]1[CH:3]=[N:4][C:5]([NH:8][C:9]2[S:10][C:11]3[CH2:17][CH2:16][N:15]([CH2:18][CH2:19][OH:20])[C:14]4=[N:21][N:22]([CH2:24][C:25]5[CH:30]=[CH:29][C:28]([O:31][CH3:32])=[CH:27][CH:26]=5)[CH:23]=[C:13]4[C:12]=3[N:33]=2)=[N:6][CH:7]=1.[CH3:34][C:35]1[CH:40]=[CH:39][C:38]([S:41](Cl)(=[O:43])=[O:42])=[CH:37][CH:36]=1.CCN(CC)CC.